This data is from Reaction yield outcomes from USPTO patents with 853,638 reactions. The task is: Predict the reaction yield, written as a fraction of the theoretical maximum amount of product (1.0 means a 100% yield; for example, 0.34 means a 34% yield). (1) The reactants are [Cl:1][C:2]1[C:17]([N:18](S(CCC)(=O)=O)[S:19]([CH2:22][CH2:23][CH3:24])(=[O:21])=[O:20])=[CH:16][CH:15]=[C:14]([F:31])[C:3]=1[C:4]([O:6][CH2:7][C:8]1[CH:13]=[CH:12][CH:11]=[CH:10][CH:9]=1)=[O:5].Cl.C(=O)(O)[O-].[Na+]. The catalyst is C1COCC1.[Li+].[OH-]. The product is [Cl:1][C:2]1[C:17]([NH:18][S:19]([CH2:22][CH2:23][CH3:24])(=[O:20])=[O:21])=[CH:16][CH:15]=[C:14]([F:31])[C:3]=1[C:4]([O:6][CH2:7][C:8]1[CH:9]=[CH:10][CH:11]=[CH:12][CH:13]=1)=[O:5]. The yield is 0.539. (2) The reactants are [CH2:1]([N:4]([CH2:34][CH2:35][CH3:36])[C:5]1[N:6]([CH3:33])[C:7](=[O:32])[C:8]2[C:13]([C:14]3[C:19]([CH3:20])=[CH:18][C:17]([CH3:21])=[CH:16][C:15]=3[CH3:22])=[CH:12][N:11](CC3C=CC(OC)=CC=3)[C:9]=2[N:10]=1)[CH2:2][CH3:3].C(=O)([O-])O.[Na+]. The catalyst is FC(F)(F)C(O)=O.C1(OC)C=CC=CC=1.O. The product is [CH2:34]([N:4]([CH2:1][CH2:2][CH3:3])[C:5]1[N:6]([CH3:33])[C:7](=[O:32])[C:8]2[C:13]([C:14]3[C:15]([CH3:22])=[CH:16][C:17]([CH3:21])=[CH:18][C:19]=3[CH3:20])=[CH:12][NH:11][C:9]=2[N:10]=1)[CH2:35][CH3:36]. The yield is 0.150.